From a dataset of hERG potassium channel inhibition data for cardiac toxicity prediction from Karim et al.. Regression/Classification. Given a drug SMILES string, predict its toxicity properties. Task type varies by dataset: regression for continuous values (e.g., LD50, hERG inhibition percentage) or binary classification for toxic/non-toxic outcomes (e.g., AMES mutagenicity, cardiotoxicity, hepatotoxicity). Dataset: herg_karim. (1) The drug is C[C@@H]1CN(CC2(C(N)=O)CCC2)CCN1S(=O)(=O)c1ccc(C(C)(O)C(F)(F)F)cc1. The result is 0 (non-blocker). (2) The compound is Cn1nc([C@]2(c3cn[nH]c3)N[C@@H](c3nc(-c4ccc(F)cn4)c[nH]3)Cc3c2[nH]c2ccccc32)oc1=O. The result is 0 (non-blocker).